Dataset: Catalyst prediction with 721,799 reactions and 888 catalyst types from USPTO. Task: Predict which catalyst facilitates the given reaction. Reactant: Br[C:2]1[N:6]2[C:7]([Cl:22])=[C:8]([C:16]3[CH:21]=[CH:20][CH:19]=[CH:18][CH:17]=3)[N:9]=[C:10]([NH:11][CH2:12][CH:13]([CH3:15])[CH3:14])[C:5]2=[N:4][CH:3]=1.[CH:23]1([NH:26][C:27]([C:29]2[CH:34]=[CH:33][C:32](B(O)O)=[CH:31][CH:30]=2)=[O:28])[CH2:25][CH2:24]1.C(=O)([O-])[O-].[K+].[K+].C(OCC)(=O)C. Product: [Cl:22][C:7]1[N:6]2[C:2]([C:32]3[CH:33]=[CH:34][C:29]([C:27]([NH:26][CH:23]4[CH2:24][CH2:25]4)=[O:28])=[CH:30][CH:31]=3)=[CH:3][N:4]=[C:5]2[C:10]([NH:11][CH2:12][CH:13]([CH3:15])[CH3:14])=[N:9][C:8]=1[C:16]1[CH:21]=[CH:20][CH:19]=[CH:18][CH:17]=1. The catalyst class is: 450.